Dataset: Catalyst prediction with 721,799 reactions and 888 catalyst types from USPTO. Task: Predict which catalyst facilitates the given reaction. (1) Reactant: [Cl:1][C:2]1[CH:12]=[C:6]2[NH:7][CH:8]([CH3:11])[CH2:9][CH2:10][N:5]2[C:4](=[O:13])[N:3]=1.C(N(CC)CC)C.[C:21](O[C:21]([O:23][C:24]([CH3:27])([CH3:26])[CH3:25])=[O:22])([O:23][C:24]([CH3:27])([CH3:26])[CH3:25])=[O:22]. Product: [Cl:1][C:2]1[CH:12]=[C:6]2[N:7]([C:21]([O:23][C:24]([CH3:27])([CH3:26])[CH3:25])=[O:22])[CH:8]([CH3:11])[CH2:9][CH2:10][N:5]2[C:4](=[O:13])[N:3]=1. The catalyst class is: 453. (2) Reactant: [F:1][C:2]1[CH:20]=[CH:19][CH:18]=[CH:17][C:3]=1[CH2:4][C:5]1[N:9]2[CH:10]=[CH:11][CH:12]=[CH:13][C:8]2=[C:7]([C:14]([NH2:16])=O)[N:6]=1.N1C=CC=CC=1.FC(F)(F)C(OC(=O)C(F)(F)F)=O.O. Product: [F:1][C:2]1[CH:20]=[CH:19][CH:18]=[CH:17][C:3]=1[CH2:4][C:5]1[N:9]2[CH:10]=[CH:11][CH:12]=[CH:13][C:8]2=[C:7]([C:14]#[N:16])[N:6]=1. The catalyst class is: 1.